From a dataset of Reaction yield outcomes from USPTO patents with 853,638 reactions. Predict the reaction yield, written as a fraction of the theoretical maximum amount of product (1.0 means a 100% yield; for example, 0.34 means a 34% yield). (1) The reactants are [N:1]1[C:5]2[CH:6]=[CH:7][CH:8]=[CH:9][C:4]=2[NH:3][CH:2]=1.[CH:10]#[C:11][CH3:12].ON1[C:18]2[CH:19]=[CH:20][CH:21]=[CH:22][C:17]=2N=N1.[OH2:23]. No catalyst specified. The product is [NH:1]1[C:5]2[CH:6]=[CH:7][C:8]([C:2]([N:1]3[CH2:5][CH2:4][CH2:9][C@@H:10]4[C:19]5[CH:18]=[C:17]([C:6]#[C:7][CH3:8])[CH:22]=[CH:21][C:20]=5[CH2:12][C@H:11]34)=[O:23])=[CH:9][C:4]=2[N:3]=[CH:2]1. The yield is 0.300. (2) The reactants are [S:1]1[C:5]2[CH:6]=[CH:7][CH:8]=[CH:9][C:4]=2[C:3]([C@H:10]2[CH2:15][CH2:14][C@H:13]([C:16]3[N:25]4[C:19]([CH2:20][NH:21][CH2:22][C:23]5[CH:29]=[C:28]([Cl:30])[CH:27]=[CH:26][C:24]=54)=[N:18][N:17]=3)[CH2:12][CH2:11]2)=[N:2]1.C(=O)([O-])[O-].[Cs+].[Cs+].Cl.[CH3:38][NH:39][CH2:40][CH2:41]Cl. The catalyst is C(#N)C. The product is [S:1]1[C:5]2[CH:6]=[CH:7][CH:8]=[CH:9][C:4]=2[C:3]([C@H:10]2[CH2:15][CH2:14][C@H:13]([C:16]3[N:25]4[C:19]([CH2:20][N:21]([CH2:41][CH2:40][NH:39][CH3:38])[CH2:22][C:23]5[CH:29]=[C:28]([Cl:30])[CH:27]=[CH:26][C:24]=54)=[N:18][N:17]=3)[CH2:12][CH2:11]2)=[N:2]1. The yield is 0.480. (3) The reactants are [C:1]([NH:5][S:6]([C:9]1[S:10][CH:11]=[CH:12][CH:13]=1)(=[O:8])=[O:7])([CH3:4])([CH3:3])[CH3:2].[Li]CCCC.I[CH2:20][CH:21]([CH3:23])[CH3:22]. The catalyst is C1COCC1. The product is [CH2:20]([C:11]1[S:10][C:9]([S:6]([NH:5][C:1]([CH3:4])([CH3:2])[CH3:3])(=[O:7])=[O:8])=[CH:13][CH:12]=1)[CH:21]([CH3:23])[CH3:22]. The yield is 0.550. (4) The reactants are FC1C=CC(NC(=O)NC2C=CC(C3C=C4C(CN([C@@H](C(C)C)C(O)=O)C4=O)=CC=3)=CC=2)=CC=1.[CH3:35][CH:36]([CH3:75])[C@H:37]([N:42]1[CH2:50][C:49]2[C:44](=[CH:45][C:46]([C:51]3[CH:56]=[CH:55][C:54]([NH:57][C:58]([NH:60][C:61]4[CH:66]=[CH:65][C:64]([O:67][C:68]5[CH:73]=[CH:72][CH:71]=[CH:70][CH:69]=5)=[CH:63][CH:62]=4)=[O:59])=[CH:53][CH:52]=3)=[CH:47][CH:48]=2)[C:43]1=[O:74])[C:38]([O:40]C)=[O:39]. No catalyst specified. The product is [CH3:35][CH:36]([CH3:75])[C@H:37]([N:42]1[CH2:50][C:49]2[C:44](=[CH:45][C:46]([C:51]3[CH:52]=[CH:53][C:54]([NH:57][C:58]([NH:60][C:61]4[CH:66]=[CH:65][C:64]([O:67][C:68]5[CH:69]=[CH:70][CH:71]=[CH:72][CH:73]=5)=[CH:63][CH:62]=4)=[O:59])=[CH:55][CH:56]=3)=[CH:47][CH:48]=2)[C:43]1=[O:74])[C:38]([OH:40])=[O:39]. The yield is 0.719. (5) The reactants are [CH3:1][O:2][CH:3]([C:7]1[CH:12]=[CH:11][C:10]([N:13]2[CH2:18][CH2:17][O:16][CH2:15][CH2:14]2)=[CH:9][CH:8]=1)[C:4]([OH:6])=O.CN1CCOCC1.C(OC(Cl)=O)C(C)C.Cl.[CH3:35][NH:36][O:37][CH3:38].C([O-])(O)=O.[Na+]. The catalyst is C(Cl)Cl. The product is [CH3:38][O:37][N:36]([CH3:35])[C:4](=[O:6])[CH:3]([O:2][CH3:1])[C:7]1[CH:12]=[CH:11][C:10]([N:13]2[CH2:18][CH2:17][O:16][CH2:15][CH2:14]2)=[CH:9][CH:8]=1. The yield is 0.900. (6) The reactants are [Cl:1][C:2]1[C:3]([C:23]([F:26])([F:25])[F:24])=[CH:4][C:5]2[N:9]=[C:8]([CH:10]([OH:12])[CH3:11])[N:7]([C:13]3[CH:18]=[CH:17][C:16]([CH2:19][CH2:20][Cl:21])=[CH:15][CH:14]=3)[C:6]=2[CH:22]=1. The catalyst is C(Cl)Cl.O=[Mn]=O. The product is [Cl:1][C:2]1[C:3]([C:23]([F:25])([F:24])[F:26])=[CH:4][C:5]2[N:9]=[C:8]([C:10](=[O:12])[CH3:11])[N:7]([C:13]3[CH:14]=[CH:15][C:16]([CH2:19][CH2:20][Cl:21])=[CH:17][CH:18]=3)[C:6]=2[CH:22]=1. The yield is 0.880. (7) The catalyst is C(O)C. The yield is 0.330. The reactants are [NH:1]1[C:9]2[C:4](=[CH:5][CH:6]=[CH:7][CH:8]=2)[C:3]([CH:10]=[O:11])=[CH:2]1.[OH-].[K+].[C:14]1([S:20](Cl)(=[O:22])=[O:21])[CH:19]=[CH:18][CH:17]=[CH:16][CH:15]=1. The product is [C:14]1([S:20]([N:1]2[C:9]3[C:4](=[CH:5][CH:6]=[CH:7][CH:8]=3)[C:3]([CH:10]=[O:11])=[CH:2]2)(=[O:22])=[O:21])[CH:19]=[CH:18][CH:17]=[CH:16][CH:15]=1. (8) The reactants are [NH2:1][C:2]1[CH:3]=[C:4]([OH:9])[CH:5]=[CH:6][C:7]=1[F:8].C(=O)([O-])O.[Na+].[Cl:15][C:16]1[C:24]([C:25]([C:28]#[N:29])([CH3:27])[CH3:26])=[CH:23][CH:22]=[CH:21][C:17]=1[C:18](Cl)=[O:19].C(OCC)(=O)C. The catalyst is O1CCCC1.O. The product is [Cl:15][C:16]1[C:24]([C:25]([C:28]#[N:29])([CH3:27])[CH3:26])=[CH:23][CH:22]=[CH:21][C:17]=1[C:18]([NH:1][C:2]1[CH:3]=[C:4]([OH:9])[CH:5]=[CH:6][C:7]=1[F:8])=[O:19]. The yield is 0.970.